This data is from Reaction yield outcomes from USPTO patents with 853,638 reactions. The task is: Predict the reaction yield, written as a fraction of the theoretical maximum amount of product (1.0 means a 100% yield; for example, 0.34 means a 34% yield). (1) The reactants are [F:1][C:2]1[CH:10]=[C:9]2[C:5]([C:6]([CH:11]=[O:12])=[CH:7][NH:8]2)=[CH:4][C:3]=1[C:13]1[CH:18]=[CH:17][C:16]([C:19]2[CH:24]=[CH:23][CH:22]=[CH:21][C:20]=2[OH:25])=[CH:15][CH:14]=1.C(#N)C.CC(=CC)C.Cl([O-])=[O:35].[Na+]. The catalyst is O.C(OCC)(=O)C.C(O)(C)(C)C. The product is [F:1][C:2]1[CH:10]=[C:9]2[C:5]([C:6]([C:11]([OH:35])=[O:12])=[CH:7][NH:8]2)=[CH:4][C:3]=1[C:13]1[CH:14]=[CH:15][C:16]([C:19]2[CH:24]=[CH:23][CH:22]=[CH:21][C:20]=2[OH:25])=[CH:17][CH:18]=1. The yield is 0.400. (2) The reactants are [C:1]([N:5]1[CH2:10][CH2:9][N:8]([C:11]2[C:16]([F:17])=[CH:15][C:14]([F:18])=[CH:13][C:12]=2[CH:19]2[N:23]([CH2:24][CH2:25][C:26]([CH3:29])([CH3:28])[CH3:27])[C:22](=[O:30])[C@H:21]([CH2:31][C:32](O)=[O:33])[S:20]2)[CH2:7][CH2:6]1)([CH3:4])([CH3:3])[CH3:2].C(Cl)C[Cl:37].C1C=CC2N(O)N=NC=2C=1.[NH:49]1[CH2:54][CH2:53][CH:52]([N:55]2[CH2:61][CH2:60][C:59]3[CH:62]=[CH:63][CH:64]=[CH:65][C:58]=3[NH:57][C:56]2=[O:66])[CH2:51][CH2:50]1.Cl. The catalyst is CN(C=O)C.O1CCOCC1.CO.CCOC(C)=O. The product is [ClH:37].[C:1]([N:5]1[CH2:6][CH2:7][N:8]([C:11]2[C:16]([F:17])=[CH:15][C:14]([F:18])=[CH:13][C:12]=2[CH:19]2[N:23]([CH2:24][CH2:25][C:26]([CH3:27])([CH3:29])[CH3:28])[C:22](=[O:30])[C@H:21]([CH2:31][C:32](=[O:33])[N:49]3[CH2:50][CH2:51][CH:52]([N:55]4[CH2:61][CH2:60][C:59]5[CH:62]=[CH:63][CH:64]=[CH:65][C:58]=5[NH:57][C:56]4=[O:66])[CH2:53][CH2:54]3)[S:20]2)[CH2:9][CH2:10]1)([CH3:3])([CH3:4])[CH3:2]. The yield is 0.500. (3) The reactants are ClC(OC(Cl)=O)C.[CH2:8]([N:15]1[C:22](=[O:23])[CH:21]2[CH:17]([CH2:18][N:19](CC3C=CC=CC=3)[CH2:20]2)[C:16]1=[O:31])[C:9]1[CH:14]=[CH:13][CH:12]=[CH:11][CH:10]=1. The catalyst is ClCCl. The product is [CH2:8]([N:15]1[C:16](=[O:31])[CH:17]2[CH:21]([CH2:20][NH:19][CH2:18]2)[C:22]1=[O:23])[C:9]1[CH:10]=[CH:11][CH:12]=[CH:13][CH:14]=1. The yield is 0.900. (4) The reactants are [F:1][C:2]1[C:3]([NH:16][C:17]2[CH:22]=[CH:21][C:20](I)=[CH:19][C:18]=2[F:24])=[C:4]([CH:12]=[CH:13][C:14]=1[F:15])[C:5]([NH:7][O:8][CH2:9][CH2:10][OH:11])=[O:6].[CH3:25][C:26]([OH:31])([CH2:29][CH3:30])[C:27]#[CH:28]. The catalyst is CCOCC.CO.[Cu]I. The product is [F:1][C:2]1[C:3]([NH:16][C:17]2[CH:22]=[CH:21][C:20]([C:28]#[C:27][C:26]([OH:31])([CH3:25])[CH2:29][CH3:30])=[CH:19][C:18]=2[F:24])=[C:4]([CH:12]=[CH:13][C:14]=1[F:15])[C:5]([NH:7][O:8][CH2:9][CH2:10][OH:11])=[O:6]. The yield is 0.770. (5) The reactants are Br[C:2]1[CH:3]=[C:4]([CH:7]=[O:8])[O:5][CH:6]=1.[CH:9]1(B(O)O)[CH2:11][CH2:10]1.ClC1C=CC(CC2C=C(C=O)SC=2)=CC=1.C1(P(C2C=CC=CC=2)C2C=CC=CC=2)C=CC=CC=1.C1(P(C2CCCCC2)C2CCCCC2)CCCCC1. The catalyst is C1(C)C=CC=CC=1.O. The product is [CH:9]1([C:2]2[CH:3]=[C:4]([CH:7]=[O:8])[O:5][CH:6]=2)[CH2:11][CH2:10]1. The yield is 0.310. (6) The reactants are [C:1]([NH:5][S:6]([C:9]1[CH:14]=[CH:13][C:12]([N:15]2[C:19]([CH2:20][CH:21]3[CH2:26][CH2:25][CH2:24][CH2:23][CH2:22]3)=[C:18]([CH3:27])[C:17]([C:28]([O:30][CH2:31][CH3:32])=[O:29])=[C:16]2Br)=[CH:11][C:10]=1[C:34]([F:37])([F:36])[F:35])(=[O:8])=[O:7])([CH3:4])([CH3:3])[CH3:2].[C:38]([Cu])#[N:39]. The catalyst is CN(C=O)C.[NH4+].[OH-]. The product is [C:1]([NH:5][S:6]([C:9]1[CH:14]=[CH:13][C:12]([N:15]2[C:19]([CH2:20][CH:21]3[CH2:26][CH2:25][CH2:24][CH2:23][CH2:22]3)=[C:18]([CH3:27])[C:17]([C:28]([O:30][CH2:31][CH3:32])=[O:29])=[C:16]2[C:38]#[N:39])=[CH:11][C:10]=1[C:34]([F:37])([F:36])[F:35])(=[O:8])=[O:7])([CH3:4])([CH3:3])[CH3:2]. The yield is 0.890. (7) The reactants are O[C:2]1[C:10]([C:11](=[O:25])[CH2:12][C:13](=[O:24])[C:14]2[C:15]([C:20]([F:23])([F:22])[F:21])=[N:16][CH:17]=[CH:18][CH:19]=2)=[CH:9][CH:8]=[CH:7][C:3]=1[C:4]([O-:6])=[O:5].Cl.[C:27](O)(=O)C. No catalyst specified. The product is [O:25]=[C:11]1[C:10]2[C:2](=[C:3]([C:4]([O:6][CH3:27])=[O:5])[CH:7]=[CH:8][CH:9]=2)[O:24][C:13]([C:14]2[C:15]([C:20]([F:23])([F:21])[F:22])=[N:16][CH:17]=[CH:18][CH:19]=2)=[CH:12]1. The yield is 0.230. (8) The product is [CH2:13]([O:12][C:10]([N:6]1[C@@H:4]([CH3:5])[C:3](=[O:20])[N:21]2[C@@H:22]([CH2:23][CH2:24][N:25]3[CH2:32][CH2:31][C:28]4([CH2:29][CH2:30]4)[C@H:27]([OH:33])[CH2:26]3)[CH2:34][O:9][CH:8]2[CH2:7]1)=[O:11])[C:14]1[CH:15]=[CH:16][CH:17]=[CH:18][CH:19]=1. The yield is 0.840. The reactants are CO[C:3](=[O:20])[C@@H:4]([N:6]([C:10]([O:12][CH2:13][C:14]1[CH:19]=[CH:18][CH:17]=[CH:16][CH:15]=1)=[O:11])[CH2:7][CH:8]=[O:9])[CH3:5].[NH2:21][C@H:22]([CH2:34]O)[CH2:23][CH2:24][N:25]1[CH2:32][CH2:31][C:28]2([CH2:30][CH2:29]2)[C@H:27]([OH:33])[CH2:26]1. The catalyst is C1(C)C=CC=CC=1.